Predict which catalyst facilitates the given reaction. From a dataset of Catalyst prediction with 721,799 reactions and 888 catalyst types from USPTO. (1) Product: [Cl:50][C:42]1[C:43]([F:49])=[CH:44][CH:45]=[C:46]([O:47][CH3:48])[C:41]=1[CH:39]([C:38]1[C:32]2[C:33](=[N:34][CH:35]=[C:30]([C:18]3[CH:17]=[N:16][N:15]([C@H:12]4[CH2:11][CH2:10][C@H:9]([OH:8])[CH2:14][CH2:13]4)[CH:19]=3)[CH:31]=2)[NH:36][N:37]=1)[CH3:40]. The catalyst class is: 294. Reactant: [Si]([O:8][C@H:9]1[CH2:14][CH2:13][C@H:12]([N:15]2[CH:19]=[C:18](B3OC(C)(C)C(C)(C)O3)[CH:17]=[N:16]2)[CH2:11][CH2:10]1)(C(C)(C)C)(C)C.Br[C:30]1[CH:31]=[C:32]2[C:38]([CH:39]([C:41]3[C:46]([O:47][CH3:48])=[CH:45][CH:44]=[C:43]([F:49])[C:42]=3[Cl:50])[CH3:40])=[N:37][NH:36][C:33]2=[N:34][CH:35]=1.C(=O)([O-])[O-].[K+].[K+].ClCCl. (2) Reactant: [N:1]1[CH:6]=[CH:5][CH:4]=[CH:3][CH:2]=1.[C:7]([O:12][CH2:13][CH2:14]Cl)(=[O:11])[C:8]([O-:10])=O.[CH3:16][N:17]1[CH:21]=[CH:20][CH:19]=[CH:18]1. Product: [NH2:1][CH:6]([C:5]1[N:17]([CH3:16])[CH:2]=[CH:3][CH:4]=1)[C:7]([O:12][CH2:13][CH3:14])=[O:11].[CH3:16][N:17]1[CH:21]=[CH:20][CH:19]=[C:18]1[C:8](=[O:10])[C:7]([O:12][CH2:13][CH3:14])=[O:11]. The catalyst class is: 2. (3) Reactant: BrC1C=CC(S(O[CH2:12][CH2:13][CH:14]2[CH2:19][CH2:18][C:17]([CH3:21])([CH3:20])[CH2:16][CH2:15]2)(=O)=O)=CC=1.[I-:22].[Na+]. Product: [I:22][CH2:12][CH2:13][CH:14]1[CH2:19][CH2:18][C:17]([CH3:21])([CH3:20])[CH2:16][CH2:15]1. The catalyst class is: 21.